From a dataset of Forward reaction prediction with 1.9M reactions from USPTO patents (1976-2016). Predict the product of the given reaction. (1) Given the reactants [C:1]([C:3]1[CH:8]=[CH:7][C:6]([CH2:9][CH2:10][CH:11](/[CH:23]=[CH:24]/[C:25]2[CH:30]=[CH:29][CH:28]=[CH:27][C:26]=2[OH:31])[CH2:12][C:13]2[CH:22]=[CH:21][C:16]([C:17]([O:19][CH3:20])=[O:18])=[CH:15][CH:14]=2)=[CH:5][CH:4]=1)#[N:2].[Cl:32][C:33]1[CH:40]=[CH:39][CH:38]=[CH:37][C:34]=1[CH2:35]Br.C(=O)([O-])[O-].[K+].[K+], predict the reaction product. The product is: [Cl:32][C:33]1[CH:40]=[CH:39][CH:38]=[CH:37][C:34]=1[CH2:35][O:31][C:26]1[CH:27]=[CH:28][CH:29]=[CH:30][C:25]=1/[CH:24]=[CH:23]/[CH:11]([CH2:10][CH2:9][C:6]1[CH:7]=[CH:8][C:3]([C:1]#[N:2])=[CH:4][CH:5]=1)[CH2:12][C:13]1[CH:14]=[CH:15][C:16]([C:17]([O:19][CH3:20])=[O:18])=[CH:21][CH:22]=1. (2) The product is: [Cl:19][C:20]1[CH:25]=[C:24]([B:9]2[O:10][C:11]([CH3:16])([CH3:17])[C:12]([CH3:14])([CH3:15])[O:13]2)[CH:23]=[C:22]([Cl:26])[C:21]=1[C:27]([F:28])([F:29])[F:30]. Given the reactants [CH3:16][C:11]1([CH3:17])[C:12]([CH3:15])([CH3:14])[O:13][B:9]([B:9]2[O:13][C:12]([CH3:15])([CH3:14])[C:11]([CH3:17])([CH3:16])[O:10]2)[O:10]1.[Cl:19][C:20]1[CH:25]=[CH:24][CH:23]=[C:22]([Cl:26])[C:21]=1[C:27]([F:30])([F:29])[F:28], predict the reaction product. (3) Given the reactants [CH2:1]([N:8]1[CH:12]=[CH:11][CH:10]=[N:9]1)[C:2]1[CH:7]=[CH:6][CH:5]=[CH:4][CH:3]=1.C([Li])CCC.Cl[CH2:19][CH:20]([O:23][CH3:24])[O:21][CH3:22], predict the reaction product. The product is: [CH3:22][O:21][CH:20]([O:23][CH3:24])[CH2:19][CH:1]([N:8]1[CH:12]=[CH:11][CH:10]=[N:9]1)[C:2]1[CH:7]=[CH:6][CH:5]=[CH:4][CH:3]=1. (4) Given the reactants Cl[CH2:2][CH2:3][CH2:4][S:5]([N:8]1[CH2:13][CH2:12][CH:11]([C:14]2[C:22]3[C:17](=[C:18]([C:28]([NH2:30])=[O:29])[CH:19]=[C:20]([C:23]4[S:24][CH:25]=[CH:26][CH:27]=4)[CH:21]=3)[NH:16][N:15]=2)[CH2:10][CH2:9]1)(=[O:7])=[O:6].C([O-])([O-])=O.[K+].[K+].C(N(CC)CC)C.[NH:44]1[CH2:49][CH2:48][O:47][CH2:46][CH2:45]1, predict the reaction product. The product is: [N:44]1([CH2:2][CH2:3][CH2:4][S:5]([N:8]2[CH2:13][CH2:12][CH:11]([C:14]3[C:22]4[C:17](=[C:18]([C:28]([NH2:30])=[O:29])[CH:19]=[C:20]([C:23]5[S:24][CH:25]=[CH:26][CH:27]=5)[CH:21]=4)[NH:16][N:15]=3)[CH2:10][CH2:9]2)(=[O:7])=[O:6])[CH2:49][CH2:48][O:47][CH2:46][CH2:45]1.